Dataset: Reaction yield outcomes from USPTO patents with 853,638 reactions. Task: Predict the reaction yield, written as a fraction of the theoretical maximum amount of product (1.0 means a 100% yield; for example, 0.34 means a 34% yield). (1) The reactants are Cl.[F:2][C:3]1[CH:4]=[C:5]2[C:10](=[CH:11][CH:12]=1)[O:9][CH2:8][CH:7]=[C:6]2[CH2:13][NH2:14]. The catalyst is CO.CC(O)=O.[Ni]. The product is [F:2][C:3]1[CH:4]=[C:5]2[C:10](=[CH:11][CH:12]=1)[O:9][CH2:8][CH2:7][CH:6]2[CH2:13][NH2:14]. The yield is 0.360. (2) The reactants are [Cl:1][C:2]1[N:10]([CH2:11][CH:12]=[CH2:13])[C:9]2[C:8](=[O:14])[NH:7][C:6](=[O:15])[NH:5][C:4]=2[N:3]=1.C(=O)([O-])[O-].[Na+].[Na+].Br[CH2:23][CH2:24][CH2:25][C:26]([F:29])([F:28])[F:27]. The catalyst is CN(C)C=O. The product is [Cl:1][C:2]1[N:10]([CH2:11][CH:12]=[CH2:13])[C:9]2[C:8](=[O:14])[NH:7][C:6](=[O:15])[N:5]([CH2:23][CH2:24][CH2:25][C:26]([F:29])([F:28])[F:27])[C:4]=2[N:3]=1. The yield is 0.570.